This data is from Full USPTO retrosynthesis dataset with 1.9M reactions from patents (1976-2016). The task is: Predict the reactants needed to synthesize the given product. (1) Given the product [CH3:9][O:8][CH:7]([O:10][CH3:11])[C:4]1[O:3][C:2]([CH:13]=[C:26]2[S:22][C:23](=[O:28])[NH:24][C:25]2=[O:27])=[CH:6][CH:5]=1, predict the reactants needed to synthesize it. The reactants are: Br[C:2]1[O:3][C:4]([CH:7]([O:10][CH3:11])[O:8][CH3:9])=[CH:5][CH:6]=1.[Li][CH2:13]CCC.CN(C)C=O.[S:22]1[CH2:26][C:25](=[O:27])[NH:24][C:23]1=[O:28].N1CCCCC1.Cl. (2) Given the product [N:18]1([S:23]([N:4]2[CH2:3][CH:2]3[O:9][CH:6]([CH2:7][CH2:8]3)[CH2:5]2)(=[O:25])=[O:24])[CH:22]=[CH:21][N:20]=[CH:19]1, predict the reactants needed to synthesize it. The reactants are: Cl.[CH:2]12[O:9][CH:6]([CH2:7][CH2:8]1)[CH2:5][NH:4][CH2:3]2.FC(F)(F)S([O-])(=O)=O.[N:18]1([S:23](N2C=C[NH+](C)C2)(=[O:25])=[O:24])[CH:22]=[CH:21][N:20]=[CH:19]1. (3) Given the product [F:1][C:2]1[CH:7]=[C:6]([C:8]2[CH:9]=[CH:10][C:11]([OH:14])=[CH:12][CH:13]=2)[CH:5]=[CH:4][C:3]=1[C:16]1[CH:21]=[CH:20][C:19]([CH2:22][CH2:23][CH3:24])=[CH:18][CH:17]=1, predict the reactants needed to synthesize it. The reactants are: [F:1][C:2]1[CH:7]=[C:6]([C:8]2[CH:13]=[CH:12][C:11]([O:14]C)=[CH:10][CH:9]=2)[CH:5]=[CH:4][C:3]=1[C:16]1[CH:21]=[CH:20][C:19]([CH2:22][CH2:23][CH3:24])=[CH:18][CH:17]=1.B(Br)(Br)Br. (4) Given the product [Cl:1][C:2]1[CH:30]=[CH:29][C:5]([CH2:6][NH:7][C:8]([C:10]2[C:19](=[O:20])[C:18]3[C:13]4=[C:14]([CH:35]=[C:34]([CH2:33][CH2:32][CH2:31][OH:36])[N:12]4[CH:11]=2)[CH:15]=[C:16]([CH2:21][N:22]2[CH2:27][CH2:26][O:25][CH2:24][CH2:23]2)[CH:17]=3)=[O:9])=[CH:4][CH:3]=1, predict the reactants needed to synthesize it. The reactants are: [Cl:1][C:2]1[CH:30]=[CH:29][C:5]([CH2:6][NH:7][C:8]([C:10]2[CH:11]=[N:12][C:13]3[C:18]([C:19]=2[OH:20])=[CH:17][C:16]([CH2:21][N:22]2[CH2:27][CH2:26][O:25][CH2:24][CH2:23]2)=[CH:15][C:14]=3I)=[O:9])=[CH:4][CH:3]=1.[CH2:31]([OH:36])[CH2:32][CH2:33][C:34]#[CH:35].CCN(CC)CC. (5) Given the product [CH3:23][N:24]([CH3:26])[CH:25]=[CH:2][C:1]([C:4]1[CH:5]=[C:6]([NH:10][C:11](=[O:22])[C:12]2[CH:17]=[CH:16][CH:15]=[C:14]([C:18]([F:19])([F:21])[F:20])[CH:13]=2)[CH:7]=[CH:8][CH:9]=1)=[O:3], predict the reactants needed to synthesize it. The reactants are: [C:1]([C:4]1[CH:5]=[C:6]([NH:10][C:11](=[O:22])[C:12]2[CH:17]=[CH:16][CH:15]=[C:14]([C:18]([F:21])([F:20])[F:19])[CH:13]=2)[CH:7]=[CH:8][CH:9]=1)(=[O:3])[CH3:2].[CH3:23][N:24]([CH:26](OC)OC)[CH3:25]. (6) Given the product [OH:36][C:34]1[CH:35]=[C:30]([NH:29][CH:2]=[C:3]2[C:11]3[C:6](=[CH:7][C:8]([C:12]([C:14]4[CH:19]=[CH:18][C:17]([NH:20][C:21]([C:23]5[S:24][CH:25]=[CH:26][CH:27]=5)=[O:22])=[CH:16][CH:15]=4)=[O:13])=[CH:9][CH:10]=3)[NH:5][C:4]2=[O:28])[CH:31]=[CH:32][C:33]=1[CH3:37], predict the reactants needed to synthesize it. The reactants are: O[CH:2]=[C:3]1[C:11]2[C:6](=[CH:7][C:8]([C:12]([C:14]3[CH:19]=[CH:18][C:17]([NH:20][C:21]([C:23]4[S:24][CH:25]=[CH:26][CH:27]=4)=[O:22])=[CH:16][CH:15]=3)=[O:13])=[CH:9][CH:10]=2)[NH:5][C:4]1=[O:28].[NH2:29][C:30]1[CH:31]=[CH:32][C:33]([CH3:37])=[C:34]([OH:36])[CH:35]=1. (7) The reactants are: [NH2:1][C@:2]12[CH2:45][CH2:44][C@@H:43]([C:46]([CH3:48])=[CH2:47])[C@@H:3]1[C@@H:4]1[C@@:17]([CH3:20])([CH2:18][CH2:19]2)[C@@:16]2([CH3:21])[C@@H:7]([C@:8]3([CH3:42])[C@@H:13]([CH2:14][CH2:15]2)[C:12]([CH3:23])([CH3:22])[C:11]([C:24]2[CH2:29][CH2:28][C@@:27]([CH2:40][F:41])([C:30]([O:32][CH2:33][C:34]4[CH:39]=[CH:38][CH:37]=[CH:36][CH:35]=4)=[O:31])[CH2:26][CH:25]=2)=[CH:10][CH2:9]3)[CH2:6][CH2:5]1.Br[CH2:50][CH2:51][N:52]1[CH2:56][CH2:55][N:54]([CH3:57])[C:53]1=[O:58].[O-]P([O-])([O-])=O.[K+].[K+].[K+].[I-].[K+]. Given the product [F:41][CH2:40][C@@:27]1([C:30]([O:32][CH2:33][C:34]2[CH:35]=[CH:36][CH:37]=[CH:38][CH:39]=2)=[O:31])[CH2:28][CH2:29][C:24]([C:11]2[C:12]([CH3:22])([CH3:23])[C@H:13]3[C@:8]([CH3:42])([CH2:9][CH:10]=2)[C@@H:7]2[C@:16]([CH3:21])([C@@:17]4([CH3:20])[C@H:4]([CH2:5][CH2:6]2)[C@H:3]2[C@H:43]([C:46]([CH3:48])=[CH2:47])[CH2:44][CH2:45][C@:2]2([NH:1][CH2:50][CH2:51][N:52]2[CH2:56][CH2:55][N:54]([CH3:57])[C:53]2=[O:58])[CH2:19][CH2:18]4)[CH2:15][CH2:14]3)=[CH:25][CH2:26]1, predict the reactants needed to synthesize it.